This data is from Full USPTO retrosynthesis dataset with 1.9M reactions from patents (1976-2016). The task is: Predict the reactants needed to synthesize the given product. (1) Given the product [Si:33]([O:32][C@@H:30]([C@@H:29]1[C@@H:28]([CH2:15][C:13]([C:10]2[S:9][C:8]([CH2:7][O:6][Si:5]([C:1]([CH3:2])([CH3:3])[CH3:4])([CH3:20])[CH3:21])=[CH:12][CH:11]=2)=[O:14])[NH:27][C:26]1=[O:25])[CH3:31])([C:36]([CH3:39])([CH3:37])[CH3:38])([CH3:35])[CH3:34], predict the reactants needed to synthesize it. The reactants are: [C:1]([Si:5]([CH3:21])([CH3:20])[O:6][CH2:7][C:8]1[S:9][C:10]([C:13]([O:15][Si](C)(C)C)=[CH2:14])=[CH:11][CH:12]=1)([CH3:4])([CH3:3])[CH3:2].C([O:25][C@@H:26]1[C@@H:29]([C@H:30]([O:32][Si:33]([C:36]([CH3:39])([CH3:38])[CH3:37])([CH3:35])[CH3:34])[CH3:31])[C:28](=O)[NH:27]1)(=O)C. (2) Given the product [Cl:17][C:18]1[CH:23]=[CH:22][C:21]([C:24]2[CH2:29][CH2:28][N:27]([CH2:15][C:12]3[CH:13]=[N:14][C:4]4[N:3]([CH2:1][CH3:2])[C@@H:8]([CH3:9])[C:7](=[O:10])[NH:6][C:5]=4[CH:11]=3)[CH2:26][CH:25]=2)=[CH:20][CH:19]=1, predict the reactants needed to synthesize it. The reactants are: [CH2:1]([N:3]1[C@@H:8]([CH3:9])[C:7](=[O:10])[NH:6][C:5]2[CH:11]=[C:12]([CH2:15]O)[CH:13]=[N:14][C:4]1=2)[CH3:2].[Cl:17][C:18]1[CH:23]=[CH:22][C:21]([C:24]2[CH2:25][CH2:26][NH:27][CH2:28][CH:29]=2)=[CH:20][CH:19]=1. (3) The reactants are: [N+:1]([C:4]1[CH:9]=[CH:8][CH:7]=[CH:6][C:5]=1[C:10]1[S:11][CH:12]=[N:13][N:14]=1)([O-:3])=[O:2].C(NN[C:19](=O)[C:20]1[CH:25]=CC=C[C:21]=1[N+]([O-])=O)=O. Given the product [CH2:19]([C:12]1[S:11][C:10]([C:5]2[CH:6]=[CH:7][CH:8]=[CH:9][C:4]=2[N+:1]([O-:3])=[O:2])=[N:14][N:13]=1)[CH:20]([CH3:25])[CH3:21], predict the reactants needed to synthesize it.